This data is from Catalyst prediction with 721,799 reactions and 888 catalyst types from USPTO. The task is: Predict which catalyst facilitates the given reaction. (1) Reactant: O[C:2]1([C:15]2[CH:20]=[CH:19][CH:18]=[CH:17][C:16]=2[C:21]([F:24])([F:23])[F:22])[CH2:7][CH2:6][N:5]([C:8]([O:10][C:11]([CH3:14])([CH3:13])[CH3:12])=[O:9])[CH2:4][CH2:3]1.S(Cl)(Cl)=O. Product: [C:11]([O:10][C:8]([N:5]1[CH2:4][CH:3]=[C:2]([C:15]2[CH:20]=[CH:19][CH:18]=[CH:17][C:16]=2[C:21]([F:24])([F:22])[F:23])[CH2:7][CH2:6]1)=[O:9])([CH3:14])([CH3:12])[CH3:13]. The catalyst class is: 17. (2) Reactant: [H-].[Na+].[CH3:3][N:4]1[C:8]([NH2:9])=[N:7][N:6]=[N:5]1.[CH3:10][C:11]1[CH:12]=[C:13]([CH:17]2[CH2:20][C:19]3([CH2:25][CH2:24][N:23]([C:26]([O:28][C:29]4[CH:34]=[CH:33][C:32]([N+:35]([O-:37])=[O:36])=[CH:31][CH:30]=4)=[O:27])[CH2:22][CH2:21]3)[CH2:18]2)[CH:14]=[CH:15][CH:16]=1. Product: [CH3:10][C:11]1[CH:12]=[C:13]([CH:17]2[CH2:20][C:19]3([CH2:21][CH2:22][N:23]([C:26]([O:28][C:29]4[CH:30]=[CH:31][C:32]([N+:35]([O-:37])=[O:36])=[CH:33][CH:34]=4)=[O:27])[CH2:24][CH2:25]3)[CH2:18]2)[CH:14]=[CH:15][CH:16]=1.[CH3:10][C:11]1[CH:12]=[C:13]([CH:17]2[CH2:20][C:19]3([CH2:21][CH2:22][N:23]([C:26]([NH:9][C:8]4[N:4]([CH3:3])[N:5]=[N:6][N:7]=4)=[O:27])[CH2:24][CH2:25]3)[CH2:18]2)[CH:14]=[CH:15][CH:16]=1. The catalyst class is: 44. (3) Reactant: C[O:2][C:3]([C:5]1[C:6]([C:11]2[CH:16]=[CH:15][CH:14]=[C:13]([F:17])[CH:12]=2)=[N:7][O:8][C:9]=1[NH2:10])=[O:4].[OH-].[Na+]. Product: [NH2:10][C:9]1[O:8][N:7]=[C:6]([C:11]2[CH:16]=[CH:15][CH:14]=[C:13]([F:17])[CH:12]=2)[C:5]=1[C:3]([OH:4])=[O:2]. The catalyst class is: 5. (4) Reactant: [CH3:1][S:2]([N:5]1[CH2:9][C@H:8]([S:10][C:11]([C:24]2[CH:29]=[CH:28][CH:27]=[CH:26][CH:25]=2)([C:18]2[CH:23]=[CH:22][CH:21]=[CH:20][CH:19]=2)[C:12]2[CH:17]=[CH:16][CH:15]=[CH:14][CH:13]=2)[CH2:7][C@H:6]1[CH2:30][OH:31])(=[O:4])=[O:3].[CH2:32](Br)[C:33]1[CH:38]=[CH:37][CH:36]=[CH:35][CH:34]=1.[H-].[Na+].C(Br)C1C=CC=CC=1.[H-].[Na+]. Product: [CH2:32]([O:31][CH2:30][C@@H:6]1[CH2:7][C@@H:8]([S:10][C:11]([C:12]2[CH:17]=[CH:16][CH:15]=[CH:14][CH:13]=2)([C:18]2[CH:19]=[CH:20][CH:21]=[CH:22][CH:23]=2)[C:24]2[CH:29]=[CH:28][CH:27]=[CH:26][CH:25]=2)[CH2:9][N:5]1[S:2]([CH3:1])(=[O:3])=[O:4])[C:33]1[CH:38]=[CH:37][CH:36]=[CH:35][CH:34]=1. The catalyst class is: 3. (5) Reactant: [F:1][C:2]1[CH:3]=[C:4]([CH2:8][CH2:9][NH:10][C:11]2[S:12][CH2:13][C:14](=[O:16])[N:15]=2)[CH:5]=[CH:6][CH:7]=1.[N:17]1[C:26]2[C:21](=[N:22][C:23]([CH:27]=O)=[CH:24][CH:25]=2)[CH:20]=[CH:19][CH:18]=1.C(O)(=O)C1C=CC=CC=1.N1CCCCC1. Product: [F:1][C:2]1[CH:3]=[C:4]([CH2:8][CH2:9][NH:10][C:11]2[S:12][C:13](=[CH:27][C:23]3[CH:24]=[CH:25][C:26]4[C:21](=[CH:20][CH:19]=[CH:18][N:17]=4)[N:22]=3)[C:14](=[O:16])[N:15]=2)[CH:5]=[CH:6][CH:7]=1. The catalyst class is: 11. (6) Reactant: C[O:2][C:3](=[O:26])[CH2:4][S:5][CH2:6][CH2:7][CH2:8][S:9][C@H:10]1[C:14](=[O:15])[CH2:13][C@@H:12]([OH:16])[C@@H:11]1/[CH:17]=[CH:18]/[C@@H:19]([OH:25])[CH2:20][CH2:21][CH2:22][CH2:23][CH3:24].P([O-])([O-])([O-])=O. Product: [OH:16][C@@H:12]1[CH2:13][C:14](=[O:15])[C@H:10]([S:9][CH2:8][CH2:7][CH2:6][S:5][CH2:4][C:3]([OH:26])=[O:2])[C@H:11]1/[CH:17]=[CH:18]/[C@@H:19]([OH:25])[CH2:20][CH2:21][CH2:22][CH2:23][CH3:24]. The catalyst class is: 23. (7) Reactant: [CH2:1]([C:3]1[CH:11]=[CH:10][C:6]([C:7](Cl)=[O:8])=[CH:5][CH:4]=1)[CH3:2].[NH:12]1[CH2:22][CH2:21][CH:15]([C:16]([O:18][CH2:19][CH3:20])=[O:17])[CH2:14][CH2:13]1. Product: [CH2:1]([C:3]1[CH:11]=[CH:10][C:6]([C:7]([N:12]2[CH2:22][CH2:21][CH:15]([C:16]([O:18][CH2:19][CH3:20])=[O:17])[CH2:14][CH2:13]2)=[O:8])=[CH:5][CH:4]=1)[CH3:2]. The catalyst class is: 2. (8) Product: [Br:1][C:2]1[C:11]2[CH2:10][CH2:9][CH2:8][C:7]([OH:35])([C:12]3[S:13][C:14]([C:17]4[CH:22]=[C:21]([CH3:23])[CH:20]=[C:19]([NH:24][C:25]5[CH:30]=[C:29]([C:31]([F:32])([F:34])[F:33])[CH:28]=[CH:27][N:26]=5)[N:18]=4)=[CH:15][N:16]=3)[C:6]=2[CH:5]=[CH:4][C:3]=1[C:36]([OH:38])=[O:37]. Reactant: [Br:1][C:2]1[C:11]2[CH2:10][CH2:9][CH2:8][C:7]([OH:35])([C:12]3[S:13][C:14]([C:17]4[CH:22]=[C:21]([CH3:23])[CH:20]=[C:19]([NH:24][C:25]5[CH:30]=[C:29]([C:31]([F:34])([F:33])[F:32])[CH:28]=[CH:27][N:26]=5)[N:18]=4)=[CH:15][N:16]=3)[C:6]=2[CH:5]=[CH:4][C:3]=1[C:36]([O:38]C)=[O:37].[OH-].[K+]. The catalyst class is: 36.